From a dataset of Forward reaction prediction with 1.9M reactions from USPTO patents (1976-2016). Predict the product of the given reaction. (1) Given the reactants [NH2:1][C:2]1[CH:7]=[CH:6][C:5]([CH:8]=[CH:9][C:10]([O:12][CH3:13])=[O:11])=[C:4]([NH:14][C:15]([NH:17][C:18](=[O:28])[C:19]2[CH:24]=[C:23]([F:25])[C:22]([F:26])=[CH:21][C:20]=2[Cl:27])=[O:16])[CH:3]=1.C(=O)([O-])[O-].[K+].[K+].Cl[C:36]([O:38][C:39]1[CH:44]=[CH:43][C:42]([Cl:45])=[CH:41][CH:40]=1)=[O:37], predict the reaction product. The product is: [Cl:27][C:20]1[CH:21]=[C:22]([F:26])[C:23]([F:25])=[CH:24][C:19]=1[C:18]([NH:17][C:15](=[O:16])[NH:14][C:4]1[CH:3]=[C:2]([NH:1][C:36]([O:38][C:39]2[CH:44]=[CH:43][C:42]([Cl:45])=[CH:41][CH:40]=2)=[O:37])[CH:7]=[CH:6][C:5]=1/[CH:8]=[CH:9]/[C:10]([O:12][CH3:13])=[O:11])=[O:28]. (2) Given the reactants [C:1]1(P(C2C=CC=CC=2)C2C=CC=CC=2)C=CC=CC=1.[N+:20]([C:23]1[CH:31]=[CH:30][C:26]([C:27]([OH:29])=[O:28])=[CH:25][CH:24]=1)([O-:22])=[O:21].[CH3:44][CH:43]([O:42][C:40](/[N:39]=[N:39]/[C:40]([O:42][CH:43]([CH3:45])[CH3:44])=[O:41])=[O:41])[CH3:45].[C:46]1([CH3:52])[CH:51]=CC=[CH:48][CH:47]=1, predict the reaction product. The product is: [C:43]([O:42][C:40]([N:39]1[CH2:48][C@H:47]([O:28][C:27](=[O:29])[C:26]2[CH:25]=[CH:24][C:23]([N+:20]([O-:22])=[O:21])=[CH:31][CH:30]=2)[C@H:46]([CH3:52])[CH2:51]1)=[O:41])([CH3:44])([CH3:45])[CH3:1]. (3) Given the reactants C[N:2](C)/[CH:3]=[CH:4]/[C:5]([C:7]1[C:12](=[O:13])[CH:11]=[CH:10][N:9]([C:14]2[CH:19]=[CH:18][CH:17]=[C:16]([O:20][C:21]([F:24])([F:23])[F:22])[CH:15]=2)[N:8]=1)=O.[NH:26]([C:28]1[CH:29]=[C:30]([S:34]([N:37]([CH3:39])[CH3:38])(=[O:36])=[O:35])[CH:31]=[CH:32][CH:33]=1)N, predict the reaction product. The product is: [CH3:38][N:37]([CH3:39])[S:34]([C:30]1[CH:31]=[CH:32][CH:33]=[C:28]([N:26]2[C:5]([C:7]3[C:12](=[O:13])[CH:11]=[CH:10][N:9]([C:14]4[CH:19]=[CH:18][CH:17]=[C:16]([O:20][C:21]([F:24])([F:23])[F:22])[CH:15]=4)[N:8]=3)=[CH:4][CH:3]=[N:2]2)[CH:29]=1)(=[O:35])=[O:36]. (4) Given the reactants CC1(C)[O:6][CH:5]2[CH2:7][CH2:8][CH:9]([C:11]3[CH:16]=[CH:15][C:14]([N+:17]([O-:19])=[O:18])=[CH:13][CH:12]=3)[CH2:10][CH:4]2O1.[H][H], predict the reaction product. The product is: [N+:17]([C:14]1[CH:13]=[CH:12][C:11]([CH:9]2[CH2:8][CH2:7][C:5](=[O:6])[CH2:4][CH2:10]2)=[CH:16][CH:15]=1)([O-:19])=[O:18]. (5) Given the reactants [F:1][C:2]([F:15])([F:14])[S:3]([O:6]S(C(F)(F)F)(=O)=O)(=[O:5])=[O:4].O[C:17]1[CH:18]=[C:19]2[C:24](=[CH:25][CH:26]=1)[C:23](=[O:27])[CH2:22][CH2:21][CH2:20]2.C(N(CC)CC)C, predict the reaction product. The product is: [F:1][C:2]([F:15])([F:14])[S:3]([O:6][C:17]1[CH:26]=[CH:25][C:24]2[C:23](=[O:27])[CH2:22][CH2:21][CH2:20][C:19]=2[CH:18]=1)(=[O:5])=[O:4]. (6) Given the reactants Cl[C:2]1[N:7]=[CH:6][N:5]=[C:4]([NH2:8])[C:3]=1[C:9]1[N:13]=[CH:12][N:11]([CH3:14])[N:10]=1.[NH2:15][C@H:16]([C:19]1[N:28]([C:29]2[CH:34]=[CH:33][CH:32]=[CH:31][C:30]=2[F:35])[C:27](=[O:36])[C:26]2[C:21](=[CH:22][CH:23]=[CH:24][CH:25]=2)[N:20]=1)[CH2:17][CH3:18].CCN(C(C)C)C(C)C.C(Cl)Cl.CO, predict the reaction product. The product is: [NH2:8][C:4]1[N:5]=[CH:6][N:7]=[C:2]([NH:15][C@H:16]([C:19]2[N:28]([C:29]3[CH:34]=[CH:33][CH:32]=[CH:31][C:30]=3[F:35])[C:27](=[O:36])[C:26]3[C:21](=[CH:22][CH:23]=[CH:24][CH:25]=3)[N:20]=2)[CH2:17][CH3:18])[C:3]=1[C:9]1[N:13]=[CH:12][N:11]([CH3:14])[N:10]=1. (7) Given the reactants FC(F)(F)S(O[C:7]1[CH:12]=[CH:11][C:10]([S:13][CH:14]2[CH2:20][CH:19]3[N:21]([CH3:22])[CH:16]([CH2:17][CH2:18]3)[CH2:15]2)=[CH:9][CH:8]=1)(=O)=O.Br[C:26]1[CH:27]=[N:28][CH:29]=[N:30][CH:31]=1.[Cl-].[Li+].C[Sn](C)C.C[Sn](C)C.[F-].[K+], predict the reaction product. The product is: [CH3:22][N:21]1[CH:19]2[CH2:18][CH2:17][CH:16]1[CH2:15][CH:14]([S:13][C:10]1[CH:11]=[CH:12][C:7]([C:26]3[CH:27]=[N:28][CH:29]=[N:30][CH:31]=3)=[CH:8][CH:9]=1)[CH2:20]2.